Dataset: Cav3 T-type calcium channel HTS with 100,875 compounds. Task: Binary Classification. Given a drug SMILES string, predict its activity (active/inactive) in a high-throughput screening assay against a specified biological target. (1) The compound is S(=O)(=O)(N1CCN(CC1)c1cc2n(c(=O)n(c2cc1[N+]([O-])=O)C)C)c1ccc(NC(=O)C)cc1. The result is 0 (inactive). (2) The drug is S(c1n(c(nn1)COc1ccccc1)C)CC(=O)Nc1ccc(cc1)C(OC)=O. The result is 0 (inactive). (3) The molecule is O=C1N(C(=O)c2c1cccc2)c1ncccn1. The result is 0 (inactive). (4) The compound is S(c1oc(nn1)CCCCCNC(OC(C)(C)C)=O)CC(=O)N. The result is 0 (inactive).